Dataset: Forward reaction prediction with 1.9M reactions from USPTO patents (1976-2016). Task: Predict the product of the given reaction. (1) The product is: [F:13][C:8]1[CH:7]=[C:6]([CH2:5][C@H:4]([NH:14][C:15](=[O:21])[O:16][C:17]([CH3:20])([CH3:19])[CH3:18])[C@H:3]2[CH2:2][O:22]2)[CH:11]=[C:10]([F:12])[CH:9]=1. Given the reactants Cl[CH2:2][C@@H:3]([OH:22])[C@@H:4]([NH:14][C:15](=[O:21])[O:16][C:17]([CH3:20])([CH3:19])[CH3:18])[CH2:5][C:6]1[CH:11]=[C:10]([F:12])[CH:9]=[C:8]([F:13])[CH:7]=1.[OH-].[K+].O, predict the reaction product. (2) Given the reactants Cl[C:2]1[N:7]=[C:6]([NH:8][C@H:9]2[CH2:14][CH2:13][C@H:12]([NH:15][C:16](=[O:22])[O:17][C:18]([CH3:21])([CH3:20])[CH3:19])[CH2:11][CH2:10]2)[C:5]([F:23])=[CH:4][C:3]=1[C:24]#[N:25].[CH3:26][NH2:27], predict the reaction product. The product is: [F:23][C:5]1[C:6]([NH:8][C@H:9]2[CH2:14][CH2:13][C@H:12]([NH:15][C:16](=[O:22])[O:17][C:18]([CH3:21])([CH3:20])[CH3:19])[CH2:11][CH2:10]2)=[N:7][C:2]([NH:27][CH3:26])=[C:3]([C:24]#[N:25])[CH:4]=1. (3) Given the reactants CS[C:3]1[N:4]=[N:5][C:6]([C:20]#[N:21])=[C:7]([N:9]2[CH2:15][CH2:14][C:13]3[CH:16]=[CH:17][CH:18]=[CH:19][C:12]=3[CH2:11][CH2:10]2)[N:8]=1.[CH3:22][NH:23][CH3:24], predict the reaction product. The product is: [CH3:22][N:23]([CH3:24])[C:3]1[N:4]=[N:5][C:6]([C:20]#[N:21])=[C:7]([N:9]2[CH2:15][CH2:14][C:13]3[CH:16]=[CH:17][CH:18]=[CH:19][C:12]=3[CH2:11][CH2:10]2)[N:8]=1. (4) Given the reactants [N:1]1([C:6]2[CH:7]=[C:8]([C:12]3([NH:18][CH2:19][CH:20]([OH:39])[CH:21]([NH:31]C(=O)OC(C)(C)C)[CH2:22][C:23]4[CH:28]=[C:27]([F:29])[CH:26]=[C:25]([F:30])[CH:24]=4)[CH2:14][CH:13]3[CH:15]([CH3:17])[CH3:16])[CH:9]=[CH:10][CH:11]=2)[CH:5]=[CH:4][CH:3]=[N:2]1, predict the reaction product. The product is: [N:1]1([C:6]2[CH:7]=[C:8]([C:12]3([NH:18][CH2:19][CH:20]([OH:39])[CH:21]([NH2:31])[CH2:22][C:23]4[CH:24]=[C:25]([F:30])[CH:26]=[C:27]([F:29])[CH:28]=4)[CH2:14][CH:13]3[CH:15]([CH3:16])[CH3:17])[CH:9]=[CH:10][CH:11]=2)[CH:5]=[CH:4][CH:3]=[N:2]1. (5) Given the reactants [N-:1]=[N+:2]=[N-:3].[Na+].[CH2:5]([CH:12]1[CH2:17][CH2:16][N:15]([CH2:18][CH2:19][CH2:20]OS(C2C=CC(C)=CC=2)(=O)=O)[CH2:14][CH2:13]1)[C:6]1[CH:11]=[CH:10][CH:9]=[CH:8][CH:7]=1, predict the reaction product. The product is: [CH2:5]([CH:12]1[CH2:17][CH2:16][N:15]([CH2:18][CH2:19][CH2:20][N:1]=[N+:2]=[N-:3])[CH2:14][CH2:13]1)[C:6]1[CH:11]=[CH:10][CH:9]=[CH:8][CH:7]=1.